Predict the reactants needed to synthesize the given product. From a dataset of Full USPTO retrosynthesis dataset with 1.9M reactions from patents (1976-2016). (1) Given the product [Cl:1][C:2]1[N:7]=[C:6](/[CH:8]=[C:9](/[C:11]2[CH:12]=[C:13]([NH:17][S:18]([C:21]3[CH:22]=[C:23]([F:29])[CH:24]=[CH:25][C:26]=3[F:27])(=[O:19])=[O:20])[CH:14]=[CH:15][CH:16]=2)\[OH:10])[CH:5]=[CH:4][N:3]=1, predict the reactants needed to synthesize it. The reactants are: [Cl:1][C:2]1[N:7]=[C:6](/[CH:8]=[C:9](/[C:11]2[CH:12]=[C:13]([NH:17][S:18]([C:21]3[C:26]([F:27])=[CH:25][CH:24]=[CH:23][C:22]=3F)(=[O:20])=[O:19])[CH:14]=[CH:15][CH:16]=2)\[OH:10])[CH:5]=[CH:4][N:3]=1.[F:29]C1C=CC(F)=CC=1S(NC1C=C(C=CC=1)C(OC)=O)(=O)=O.ClC1N=C(C)C=CN=1. (2) Given the product [CH3:1][O:2][C:3]1[CH:8]=[CH:7][CH:6]=[C:5]([NH:9][CH3:10])[C:4]=1[NH2:11], predict the reactants needed to synthesize it. The reactants are: [CH3:1][O:2][C:3]1[C:4]([N+:11]([O-])=O)=[C:5]([NH:9][CH3:10])[CH:6]=[CH:7][CH:8]=1. (3) Given the product [Cl:10][C:5]1[N:6]=[C:7]([O:8][CH3:9])[C:2]2[NH:1][C:15]3[CH2:14][C:13]([CH3:21])([CH3:12])[NH:18][C:17](=[O:19])[C:16]=3[S:11][C:3]=2[N:4]=1, predict the reactants needed to synthesize it. The reactants are: [NH2:1][C:2]1[C:3]([SH:11])=[N:4][C:5]([Cl:10])=[N:6][C:7]=1[O:8][CH3:9].[CH3:12][C:13]1([CH3:21])[NH:18][C:17](=[O:19])[CH2:16][C:15](=O)[CH2:14]1.